From a dataset of Reaction yield outcomes from USPTO patents with 853,638 reactions. Predict the reaction yield, written as a fraction of the theoretical maximum amount of product (1.0 means a 100% yield; for example, 0.34 means a 34% yield). (1) The reactants are [CH:1]1([CH2:4][O:5][C:6]2[CH:7]=[C:8]([CH:11]=[CH:12][C:13]=2[O:14][CH:15]([F:17])[F:16])[CH:9]=[O:10])[CH2:3][CH2:2]1.[O-:18][Mn](=O)(=O)=O.[K+].C([O-])([O-])=O.[K+].[K+]. The catalyst is CC(C)=O.O. The product is [CH:1]1([CH2:4][O:5][C:6]2[CH:7]=[C:8]([CH:11]=[CH:12][C:13]=2[O:14][CH:15]([F:16])[F:17])[C:9]([OH:18])=[O:10])[CH2:3][CH2:2]1. The yield is 0.830. (2) The reactants are [CH3:1][O:2][C:3]([CH:5]1[CH2:10][CH2:9][CH:8]([C:11](=O)[NH2:12])[CH2:7][CH2:6]1)=[O:4].O=C(Cl)OC(Cl)(Cl)Cl. The catalyst is P(OC)(OC)(OC)=O.C(OCC)(=O)C. The product is [CH3:1][O:2][C:3]([CH:5]1[CH2:10][CH2:9][CH:8]([C:11]#[N:12])[CH2:7][CH2:6]1)=[O:4]. The yield is 0.360.